From a dataset of TCR-epitope binding with 47,182 pairs between 192 epitopes and 23,139 TCRs. Binary Classification. Given a T-cell receptor sequence (or CDR3 region) and an epitope sequence, predict whether binding occurs between them. (1) The epitope is IPSINVHHY. The TCR CDR3 sequence is CASSLELGLAEAFF. Result: 1 (the TCR binds to the epitope). (2) The epitope is FPPTSFGPL. The TCR CDR3 sequence is CATSERVANTEAFF. Result: 1 (the TCR binds to the epitope). (3) The epitope is LLLGIGILV. The TCR CDR3 sequence is CASSVDGDYNEQFF. Result: 0 (the TCR does not bind to the epitope). (4) The epitope is SEPVLKGVKL. The TCR CDR3 sequence is CASSDPGGFADTQYF. Result: 1 (the TCR binds to the epitope). (5) The epitope is LLFGYPVYV. The TCR CDR3 sequence is CASSVLGGYTF. Result: 0 (the TCR does not bind to the epitope). (6) The epitope is KLPDDFTGCV. The TCR CDR3 sequence is CASSLVGQGEGNEQFF. Result: 1 (the TCR binds to the epitope).